From a dataset of Forward reaction prediction with 1.9M reactions from USPTO patents (1976-2016). Predict the product of the given reaction. (1) Given the reactants C1(C[N:8]2[CH2:13][CH2:12][N:11]([C:14]3[CH:19]=[CH:18][C:17]([NH:20][C:21]([C:23]4[C:24]([C:29]5[CH:34]=[CH:33][C:32]([C:35]([F:38])([F:37])[F:36])=[CH:31][CH:30]=5)=[CH:25][CH:26]=[CH:27][CH:28]=4)=[O:22])=[CH:16][CH:15]=3)[CH2:10][CH2:9]2)C=CC=CC=1.[H][H], predict the reaction product. The product is: [N:11]1([C:14]2[CH:15]=[CH:16][C:17]([NH:20][C:21]([C:23]3[C:24]([C:29]4[CH:34]=[CH:33][C:32]([C:35]([F:37])([F:36])[F:38])=[CH:31][CH:30]=4)=[CH:25][CH:26]=[CH:27][CH:28]=3)=[O:22])=[CH:18][CH:19]=2)[CH2:12][CH2:13][NH:8][CH2:9][CH2:10]1. (2) Given the reactants [CH2:1]([O:8][C:9]1[CH:10]=[C:11]2[C:15](=[CH:16][CH:17]=1)[NH:14][CH:13]=[CH:12]2)[C:2]1[CH:7]=[CH:6][CH:5]=[CH:4][CH:3]=1.[H-].[Na+].[CH2:20]([C:25]1C=C(C)C=C[C:26]=1S([O-])(=O)=O)[CH2:21][CH2:22]CC.O, predict the reaction product. The product is: [CH2:1]([O:8][C:9]1[CH:10]=[C:11]2[C:15](=[CH:16][CH:17]=1)[N:14]([CH:21]([CH2:20][CH2:25][CH3:26])[CH3:22])[CH:13]=[CH:12]2)[C:2]1[CH:3]=[CH:4][CH:5]=[CH:6][CH:7]=1.